Dataset: Full USPTO retrosynthesis dataset with 1.9M reactions from patents (1976-2016). Task: Predict the reactants needed to synthesize the given product. (1) Given the product [CH:20]1([C:18]([N:16]2[CH2:17][CH:14]([CH2:13][C:12]3[N:8]([C:5]4[CH:6]=[CH:7][C:2]([C:31]5[CH:32]=[C:33]6[C:28]([CH:27]=[CH:26][NH:25]6)=[CH:29][CH:30]=5)=[CH:3][C:4]=4[F:24])[C:9](=[O:23])[NH:10][N:11]=3)[CH2:15]2)=[O:19])[CH2:22][CH2:21]1, predict the reactants needed to synthesize it. The reactants are: Br[C:2]1[CH:7]=[CH:6][C:5]([N:8]2[C:12]([CH2:13][CH:14]3[CH2:17][N:16]([C:18]([CH:20]4[CH2:22][CH2:21]4)=[O:19])[CH2:15]3)=[N:11][NH:10][C:9]2=[O:23])=[C:4]([F:24])[CH:3]=1.[NH:25]1[C:33]2[C:28](=[CH:29][CH:30]=[C:31](B(O)O)[CH:32]=2)[CH:27]=[CH:26]1.C(=O)([O-])[O-].[K+].[K+]. (2) Given the product [CH2:40]([O:16][C@H:8]1[C:9]2[C:14](=[CH:13][C:12]([CH3:15])=[CH:11][CH:10]=2)[C@@H:6]([NH:5][CH2:21][C@@H:20]([OH:19])[C@@H:22]([NH:30][C:31](=[O:37])[O:32][C:33]([CH3:36])([CH3:35])[CH3:34])[CH2:23][C:24]2[CH:29]=[CH:28][CH:27]=[CH:26][CH:25]=2)[CH2:7]1)[CH:39]=[CH2:38], predict the reactants needed to synthesize it. The reactants are: FC(F)(F)C([NH:5][C@H:6]1[C:14]2[C:9](=[CH:10][CH:11]=[C:12]([CH3:15])[CH:13]=2)[C@@H:8]([OH:16])[CH2:7]1)=O.[O:19]1[CH2:21][C@@H:20]1[C@@H:22]([NH:30][C:31](=[O:37])[O:32][C:33]([CH3:36])([CH3:35])[CH3:34])[CH2:23][C:24]1[CH:29]=[CH:28][CH:27]=[CH:26][CH:25]=1.[CH2:38](O[C@H]1C2C(=CC(OCCC)=CC=2)[C@@H](N)C1)[CH:39]=[CH2:40].